This data is from Forward reaction prediction with 1.9M reactions from USPTO patents (1976-2016). The task is: Predict the product of the given reaction. (1) Given the reactants [Cl:1][C:2]1[N:3]=[N:4][C:5](Cl)=[CH:6][CH:7]=1.[CH3:9][C:10]([OH:14])([C:12]#[CH:13])[CH3:11].C(N(CC)CC)C, predict the reaction product. The product is: [Cl:1][C:2]1[N:3]=[N:4][C:5]([C:13]#[C:12][C:10]([CH3:11])([OH:14])[CH3:9])=[CH:6][CH:7]=1. (2) Given the reactants [OH:1][C:2]1[C:11]2[C:6](=[CH:7][C:8]([CH2:12][C:13]3[CH:18]=[CH:17][CH:16]=[CH:15][CH:14]=3)=[CH:9][N:10]=2)[NH:5][C:4](=[O:19])[C:3]=1[C:20]([O:22]CC)=O.[CH:25]1([NH2:30])[CH2:29][CH2:28][CH2:27][CH2:26]1.Cl, predict the reaction product. The product is: [CH:25]1([NH:30][C:20]([C:3]2[C:4](=[O:19])[NH:5][C:6]3[C:11]([C:2]=2[OH:1])=[N:10][CH:9]=[C:8]([CH2:12][C:13]2[CH:14]=[CH:15][CH:16]=[CH:17][CH:18]=2)[CH:7]=3)=[O:22])[CH2:29][CH2:28][CH2:27][CH2:26]1. (3) Given the reactants [CH:1]1[C:10]2[C:5](=[CH:6][CH:7]=[CH:8][CH:9]=2)[CH:4]=[CH:3][C:2]=1[C:11]1[CH:16]=[CH:15][N:14]=[C:13]([O:17][C@H:18]2[CH2:23][CH2:22][C@H:21]([CH2:24][NH:25]C(=O)OC(C)(C)C)[CH2:20][CH2:19]2)[N:12]=1, predict the reaction product. The product is: [CH:1]1[C:10]2[C:5](=[CH:6][CH:7]=[CH:8][CH:9]=2)[CH:4]=[CH:3][C:2]=1[C:11]1[CH:16]=[CH:15][N:14]=[C:13]([O:17][C@H:18]2[CH2:19][CH2:20][C@H:21]([CH2:24][NH2:25])[CH2:22][CH2:23]2)[N:12]=1.